From a dataset of Full USPTO retrosynthesis dataset with 1.9M reactions from patents (1976-2016). Predict the reactants needed to synthesize the given product. (1) Given the product [Cl:26][C:23]1[CH:24]=[CH:25][C:20]([C@@H:16]2[CH2:15][CH2:14][CH2:13][C@H:12]3[N:17]2[C:18](=[O:19])/[C:9](=[CH:32]/[C:31]2[CH:34]=[CH:35][C:36]([N:37]4[CH:41]=[C:40]([CH3:42])[N:39]=[CH:38]4)=[C:29]([O:28][CH3:27])[CH:30]=2)/[CH2:10][CH2:11]3)=[CH:21][CH:22]=1, predict the reactants needed to synthesize it. The reactants are: C(OP([CH:9]1[C:18](=[O:19])[N:17]2[C@H:12]([CH2:13][CH2:14][CH2:15][C@H:16]2[C:20]2[CH:25]=[CH:24][C:23]([Cl:26])=[CH:22][CH:21]=2)[CH2:11][CH2:10]1)(=O)OCC)C.[CH3:27][O:28][C:29]1[CH:30]=[C:31]([CH:34]=[CH:35][C:36]=1[N:37]1[CH:41]=[C:40]([CH3:42])[N:39]=[CH:38]1)[CH:32]=O.O.[OH-].[Li+].C(=O)([O-])O.[Na+]. (2) Given the product [O:1]1[C:5]2[CH:6]=[CH:7][CH:8]=[CH:9][C:4]=2[N:3]=[C:2]1[C:10]1[CH:11]=[CH:12][C:13]2[N:17]([CH:18]3[CH2:23][CH2:22][O:21][CH2:20][CH2:19]3)[C:27]([C:26]3[CH:29]=[CH:30][CH:31]=[CH:32][C:25]=3[Cl:24])=[N:15][C:14]=2[CH:16]=1, predict the reactants needed to synthesize it. The reactants are: [O:1]1[C:5]2[CH:6]=[CH:7][CH:8]=[CH:9][C:4]=2[N:3]=[C:2]1[C:10]1[CH:11]=[CH:12][C:13]([NH:17][CH:18]2[CH2:23][CH2:22][O:21][CH2:20][CH2:19]2)=[C:14]([CH:16]=1)[NH2:15].[Cl:24][C:25]1[CH:32]=[CH:31][CH:30]=[CH:29][C:26]=1[CH:27]=O.OOS([O-])=O.[K+].C(=O)([O-])[O-].[K+].[K+]. (3) Given the product [F:24][C:25]1[CH:30]=[CH:29][C:28]([NH:31][C:32](=[O:33])[N:2]([CH3:1])[C:3]2[N:8]=[C:7]([NH:9][C:10]3[CH:11]=[CH:12][C:13]([N:16]4[CH2:17][CH2:18][N:19]([CH2:22][CH3:23])[CH2:20][CH2:21]4)=[CH:14][CH:15]=3)[N:6]=[CH:5][N:4]=2)=[CH:27][C:26]=1[C:34]([F:35])([F:36])[F:37], predict the reactants needed to synthesize it. The reactants are: [CH3:1][NH:2][C:3]1[N:8]=[C:7]([NH:9][C:10]2[CH:15]=[CH:14][C:13]([N:16]3[CH2:21][CH2:20][N:19]([CH2:22][CH3:23])[CH2:18][CH2:17]3)=[CH:12][CH:11]=2)[N:6]=[CH:5][N:4]=1.[F:24][C:25]1[CH:30]=[CH:29][C:28]([N:31]=[C:32]=[O:33])=[CH:27][C:26]=1[C:34]([F:37])([F:36])[F:35]. (4) Given the product [O:2]=[C:3]1[N:8]=[CH:7][CH:6]=[CH:5][N:4]1[CH2:10][C:11]([OH:13])=[O:12], predict the reactants needed to synthesize it. The reactants are: Cl.[OH:2][C:3]1[N:8]=[CH:7][CH:6]=[CH:5][N:4]=1.Cl[CH2:10][C:11]([OH:13])=[O:12].[OH-].[Na+].Cl. (5) The reactants are: Cl[C:2]1[N:7]=[C:6]([C:8]2[N:13]=[CH:12][N:11]=[C:10]([NH:14][CH:15]3[CH2:20][CH2:19][O:18][CH2:17][CH2:16]3)[N:9]=2)[CH:5]=[CH:4][N:3]=1.[Cl:21][C:22]1[CH:28]=[CH:27][CH:26]=[C:25]([CH3:29])[C:23]=1[NH2:24].C(=O)([O-])[O-].[Cs+].[Cs+]. Given the product [Cl:21][C:22]1[CH:28]=[CH:27][CH:26]=[C:25]([CH3:29])[C:23]=1[NH:24][C:2]1[N:7]=[C:6]([C:8]2[N:13]=[CH:12][N:11]=[C:10]([NH:14][CH:15]3[CH2:20][CH2:19][O:18][CH2:17][CH2:16]3)[N:9]=2)[CH:5]=[CH:4][N:3]=1, predict the reactants needed to synthesize it. (6) The reactants are: [Cl:1][C:2]1[N:11]=[C:10](Cl)[C:9]2[C:4](=[CH:5][CH:6]=[CH:7][CH:8]=2)[N:3]=1.[NH2:13][CH:14]1[CH2:22][C:21]2[C:16](=[CH:17][CH:18]=[CH:19][CH:20]=2)[CH2:15]1.[CH3:23][C:24]1[CH:28]=[C:27]([CH3:29])[NH:26][N:25]=1. Given the product [ClH:1].[CH3:23][C:24]1[CH:28]=[C:27]([CH3:29])[N:26]([C:2]2[N:11]=[C:10]([NH:13][CH:14]3[CH2:22][C:21]4[C:16](=[CH:17][CH:18]=[CH:19][CH:20]=4)[CH2:15]3)[C:9]3[C:4](=[CH:5][CH:6]=[CH:7][CH:8]=3)[N:3]=2)[N:25]=1, predict the reactants needed to synthesize it.